This data is from Full USPTO retrosynthesis dataset with 1.9M reactions from patents (1976-2016). The task is: Predict the reactants needed to synthesize the given product. (1) The reactants are: [Cl:1][C:2]1[CH:26]=[CH:25][C:5]([CH2:6][C:7]2[C:16]([OH:17])=[C:15]([C:18]([OH:20])=[O:19])[C:14]3[C:9](=[C:10]4[CH2:24][CH2:23]C[CH2:21][C:11]4=[CH:12][CH:13]=3)[N:8]=2)=[CH:4][CH:3]=1.N1C2C(=CC=C3C=2CCC3)C(=O)C1=O.C(OCC(=O)CC1C=CC(Cl)=CC=1)(=O)C. Given the product [Cl:1][C:2]1[CH:3]=[CH:4][C:5]([CH2:6][C:7]2[C:16]([OH:17])=[C:15]([C:18]([OH:20])=[O:19])[C:14]3[C:9]([N:8]=2)=[C:10]2[CH2:24][CH2:23][CH2:21][C:11]2=[CH:12][CH:13]=3)=[CH:25][CH:26]=1, predict the reactants needed to synthesize it. (2) Given the product [Br:1][C:2]1[CH:3]=[CH:4][C:5]([N:12]([CH2:13][C:14]2[CH:15]=[CH:16][C:17]([O:20][CH3:21])=[CH:18][CH:19]=2)[C:35](=[O:36])[CH2:34][C:30]2[S:29][CH:33]=[CH:32][CH:31]=2)=[C:6]([CH:11]=1)[C:7]([O:9][CH3:10])=[O:8], predict the reactants needed to synthesize it. The reactants are: [Br:1][C:2]1[CH:3]=[CH:4][C:5]([NH:12][CH2:13][C:14]2[CH:19]=[CH:18][C:17]([O:20][CH3:21])=[CH:16][CH:15]=2)=[C:6]([CH:11]=1)[C:7]([O:9][CH3:10])=[O:8].C(N(CC)CC)C.[S:29]1[CH:33]=[CH:32][CH:31]=[C:30]1[CH2:34][C:35](Cl)=[O:36]. (3) Given the product [CH3:34][C:33]1[CH:32]=[C:31]([N:35]2[C:39]([CH3:40])([CH3:41])[C:38](=[O:42])[NH:37][C:36]2=[O:43])[CH:30]=[C:29]([CH3:44])[C:28]=1/[CH:24]=[CH:23]/[S:20]([N:17]1[CH2:16][CH2:15][C:11]2([N:10]=[C:9]([C:5]3[CH:6]=[CH:7][CH:8]=[C:3]([C:2]([F:1])([F:25])[F:26])[CH:4]=3)[NH:13][C:12]2=[O:14])[CH2:19][CH2:18]1)(=[O:22])=[O:21], predict the reactants needed to synthesize it. The reactants are: [F:1][C:2]([F:26])([F:25])[C:3]1[CH:4]=[C:5]([C:9]2[NH:13][C:12](=[O:14])[C:11]3([CH2:19][CH2:18][N:17]([S:20]([CH:23]=[CH2:24])(=[O:22])=[O:21])[CH2:16][CH2:15]3)[N:10]=2)[CH:6]=[CH:7][CH:8]=1.Br[C:28]1[C:33]([CH3:34])=[CH:32][C:31]([N:35]2[C:39]([CH3:41])([CH3:40])[C:38](=[O:42])[NH:37][C:36]2=[O:43])=[CH:30][C:29]=1[CH3:44].F[B-](F)(F)F.[H+].C(P(C(C)(C)C)C(C)(C)C)(C)(C)C.CN(C1CCCCC1)C1CCCCC1. (4) Given the product [C:9](=[O:15])=[O:10].[Cl:8][C:55]1[N:54]=[C:53]([C@@H:56]2[CH2:60][C@H:59]([CH3:61])[CH2:58][N:57]2[C:62](=[O:63])[C@@H:64]([NH:68][C:69]([O:70][CH3:71])=[O:72])[CH:65]([CH3:66])[CH3:67])[NH:52][C:51]=1[C:48]1[CH:47]=[CH:46][C:45]([C:40]2[CH:41]=[C:42]3[C:37](=[CH:38][CH:39]=2)[CH:36]=[C:35]([C:33]2[N:34]=[C:30]([C@@H:25]4[CH2:26][C@H:27]([CH3:29])[CH2:28][N:24]4[C:22]([C@@H:21]([NH:20][C:18](=[O:19])[O:17][CH3:16])[CH:73]([CH3:75])[CH3:74])=[O:23])[NH:31][CH:32]=2)[CH:44]=[CH:43]3)=[CH:50][CH:49]=1, predict the reactants needed to synthesize it. The reactants are: C1C(=O)N([Cl:8])C(=O)C1.[C:9]([OH:15])(C(F)(F)F)=[O:10].[CH3:16][O:17][C:18]([NH:20][C@@H:21]([CH:73]([CH3:75])[CH3:74])[C:22]([N:24]1[CH2:28][C@@H:27]([CH3:29])[CH2:26][C@H:25]1[C:30]1[NH:31][CH:32]=[C:33]([C:35]2[CH:36]=[C:37]3[C:42](=[CH:43][CH:44]=2)[CH:41]=[C:40]([C:45]2[CH:50]=[CH:49][C:48]([C:51]4[N:52]=[C:53]([C@@H:56]5[CH2:60][C@H:59]([CH3:61])[CH2:58][N:57]5[C:62]([C@@H:64]([NH:68][C:69](=[O:72])[O:70][CH3:71])[CH:65]([CH3:67])[CH3:66])=[O:63])[NH:54][CH:55]=4)=[CH:47][CH:46]=2)[CH:39]=[CH:38]3)[N:34]=1)=[O:23])=[O:19].